Dataset: Forward reaction prediction with 1.9M reactions from USPTO patents (1976-2016). Task: Predict the product of the given reaction. (1) Given the reactants [OH:1][B:2]1[C:6]2[C:7]([CH2:11][CH2:12][C:13]([O:15]C)=O)=[CH:8][CH:9]=[CH:10][C:5]=2[CH2:4][O:3]1.[NH4+:17].[OH-], predict the reaction product. The product is: [OH:1][B:2]1[C:6]2[C:7]([CH2:11][CH2:12][C:13]([NH2:17])=[O:15])=[CH:8][CH:9]=[CH:10][C:5]=2[CH2:4][O:3]1. (2) Given the reactants Cl.Cl.C(O[C:6]([C:8]1[CH:9]=[C:10]2[C:14](=[CH:15][CH:16]=1)[NH:13][N:12]=[C:11]2[C:17]1[CH:26]=[CH:25][C:24]2[C:19](=[CH:20][CH:21]=[C:22]([O:27][CH2:28][CH2:29][N:30]3[CH:34]([CH3:35])[CH2:33][CH2:32][CH:31]3[CH3:36])[CH:23]=2)[CH:18]=1)=[NH:7])C.[CH3:37][C:38]([CH3:45])([CH3:44])[CH2:39][C:40]([NH:42][NH2:43])=O.C(N(CC)CC)C, predict the reaction product. The product is: [CH3:37][C:38]([CH3:45])([CH3:44])[CH2:39][C:40]1[N:7]=[C:6]([C:8]2[CH:9]=[C:10]3[C:14](=[CH:15][CH:16]=2)[NH:13][N:12]=[C:11]3[C:17]2[CH:26]=[CH:25][C:24]3[C:19](=[CH:20][CH:21]=[C:22]([O:27][CH2:28][CH2:29][N:30]4[C@H:31]([CH3:36])[CH2:32][CH2:33][C@@H:34]4[CH3:35])[CH:23]=3)[CH:18]=2)[NH:43][N:42]=1. (3) Given the reactants Cl[C:2]1[N:7]=[CH:6][C:5]([C:8]2[CH:9]=[N:10][CH:11]=[C:12]([O:14][CH3:15])[CH:13]=2)=[C:4]([NH2:16])[CH:3]=1.[O:17]1[CH2:22][CH:21]=[C:20](B2OC(C)(C)C(C)(C)O2)[CH2:19][CH2:18]1.C1(P(C2CCCCC2)C2(OC)CC=CC(OC)=C2C2C=CC=CC=2)CCCCC1.COC1C=CC=C(OC)C=1C1C=CC=CC=1P(C1CCCCC1)C1CCCCC1.[O-]P([O-])([O-])=O.[K+].[K+].[K+], predict the reaction product. The product is: [O:17]1[CH2:18][CH:19]=[C:20]([C:2]2[N:7]=[CH:6][C:5]([C:8]3[CH:9]=[N:10][CH:11]=[C:12]([O:14][CH3:15])[CH:13]=3)=[C:4]([NH2:16])[CH:3]=2)[CH2:21][CH2:22]1. (4) Given the reactants [C:1]([OH:9])(=[O:8])[C:2]1[CH:7]=[CH:6][CH:5]=[CH:4][CH:3]=1.[CH2:10](O)[CH2:11][CH2:12][CH2:13][CH2:14][CH2:15][CH2:16][CH:17]([CH3:19])[CH3:18].[OH-].[K+].[OH-].[Na+], predict the reaction product. The product is: [C:1]([O:9][CH2:10][CH2:11][CH2:12][CH2:13][CH2:14][CH2:15][CH2:16][CH:17]([CH3:19])[CH3:18])(=[O:8])[C:2]1[CH:7]=[CH:6][CH:5]=[CH:4][CH:3]=1. (5) Given the reactants [C:1]([C:5]1[CH:10]=[CH:9][CH:8]=[CH:7][C:6]=1[OH:11])([CH3:4])([CH3:3])[CH3:2].C(N(CC)CC)C.[O:19]1CCC[CH2:20]1, predict the reaction product. The product is: [C:1]([C:5]1[CH:10]=[CH:9][CH:8]=[C:7]([CH:20]=[O:19])[C:6]=1[OH:11])([CH3:4])([CH3:2])[CH3:3].